Dataset: Reaction yield outcomes from USPTO patents with 853,638 reactions. Task: Predict the reaction yield, written as a fraction of the theoretical maximum amount of product (1.0 means a 100% yield; for example, 0.34 means a 34% yield). (1) The reactants are [Cl:1][C:2]1[CH:10]=[CH:9][CH:8]=[C:7]2[C:3]=1[C:4]([C:15]([OH:17])=O)=[CH:5][N:6]2[CH2:11][CH2:12][O:13][CH3:14].CN(C(ON1N=NC2C=CC=NC1=2)=[N+](C)C)C.F[P-](F)(F)(F)(F)F.Cl.[C:43]1([C:49]2([CH2:55][NH2:56])[CH2:54][CH2:53][CH2:52][CH2:51][CH2:50]2)[CH:48]=[CH:47][CH:46]=[CH:45][CH:44]=1. The catalyst is CN(C=O)C. The product is [Cl:1][C:2]1[CH:10]=[CH:9][CH:8]=[C:7]2[C:3]=1[C:4]([C:15]([NH:56][CH2:55][C:49]1([C:43]3[CH:44]=[CH:45][CH:46]=[CH:47][CH:48]=3)[CH2:50][CH2:51][CH2:52][CH2:53][CH2:54]1)=[O:17])=[CH:5][N:6]2[CH2:11][CH2:12][O:13][CH3:14]. The yield is 0.770. (2) The reactants are [CH3:1][C:2]1([CH3:24])[N:7]([C:8]2[CH:9]=[N:10][C:11]([N+:14]([O-])=O)=[CH:12][CH:13]=2)[CH2:6][CH2:5][N:4]([C:17]([O:19][C:20]([CH3:23])([CH3:22])[CH3:21])=[O:18])[CH2:3]1. The catalyst is [Pd].CO. The product is [NH2:14][C:11]1[N:10]=[CH:9][C:8]([N:7]2[CH2:6][CH2:5][N:4]([C:17]([O:19][C:20]([CH3:23])([CH3:22])[CH3:21])=[O:18])[CH2:3][C:2]2([CH3:24])[CH3:1])=[CH:13][CH:12]=1. The yield is 0.940. (3) The reactants are [F:1][C:2]1[CH:3]=[C:4]([O:10]C)[C:5]([O:8]C)=[CH:6][CH:7]=1.[Br:12]B(Br)Br. The catalyst is ClCCl. The product is [Br:12][C:7]1[CH:6]=[C:5]([OH:8])[C:4]([OH:10])=[CH:3][C:2]=1[F:1]. The yield is 0.980.